Dataset: Reaction yield outcomes from USPTO patents with 853,638 reactions. Task: Predict the reaction yield, written as a fraction of the theoretical maximum amount of product (1.0 means a 100% yield; for example, 0.34 means a 34% yield). (1) The reactants are C[O:2][C:3](=[O:8])[C@@H:4]([NH2:7])[CH2:5][NH2:6].[F:9][C:10]([F:27])([F:26])[C:11]1[CH:16]=[CH:15][C:14]([C:17]2[CH:22]=[CH:21][C:20]([C:23](O)=[O:24])=[CH:19][CH:18]=2)=[CH:13][CH:12]=1. No catalyst specified. The product is [F:26][C:10]([F:9])([F:27])[C:11]1[CH:12]=[CH:13][C:14]([C:17]2[CH:18]=[CH:19][C:20]([C:23]([NH:7][C@@H:4]([CH2:5][NH:6][C:23]([C:20]3[CH:19]=[CH:18][C:17]([C:14]4[CH:15]=[CH:16][C:11]([C:10]([F:9])([F:26])[F:27])=[CH:12][CH:13]=4)=[CH:22][CH:21]=3)=[O:24])[C:3]([OH:2])=[O:8])=[O:24])=[CH:21][CH:22]=2)=[CH:15][CH:16]=1. The yield is 0.600. (2) The reactants are [N+:1]([C:4]1[N:5]=[C:6]2[N:11]([CH:12]=1)[CH2:10][CH:9]([CH2:13][OH:14])[CH2:8][O:7]2)([O-:3])=[O:2].[I:15][C:16]1[CH:23]=[CH:22][C:19]([CH2:20]Br)=[CH:18][CH:17]=1.[H-].[Na+]. No catalyst specified. The product is [I:15][C:16]1[CH:23]=[CH:22][C:19]([CH2:20][O:14][CH2:13][CH:9]2[CH2:8][O:7][C:6]3=[N:5][C:4]([N+:1]([O-:3])=[O:2])=[CH:12][N:11]3[CH2:10]2)=[CH:18][CH:17]=1. The yield is 0.420.